Dataset: Forward reaction prediction with 1.9M reactions from USPTO patents (1976-2016). Task: Predict the product of the given reaction. The product is: [Cl:1][C:2]1[S:6][C:5]([S:7]([NH:10][C:11]2[CH:12]=[CH:13][CH:14]=[C:15]3[C:19]=2[NH:18][C:17]([C:20]([NH:46][CH2:45][CH2:44][S:43][C:24]([C:31]2[CH:36]=[CH:35][CH:34]=[CH:33][CH:32]=2)([C:25]2[CH:26]=[CH:27][CH:28]=[CH:29][CH:30]=2)[C:37]2[CH:42]=[CH:41][CH:40]=[CH:39][CH:38]=2)=[O:21])=[CH:16]3)(=[O:8])=[O:9])=[CH:4][CH:3]=1. Given the reactants [Cl:1][C:2]1[S:6][C:5]([S:7]([NH:10][C:11]2[CH:12]=[CH:13][CH:14]=[C:15]3[C:19]=2[NH:18][C:17]([C:20](O)=[O:21])=[CH:16]3)(=[O:9])=[O:8])=[CH:4][CH:3]=1.Cl.[C:24]([S:43][CH2:44][CH2:45][NH2:46])([C:37]1[CH:42]=[CH:41][CH:40]=[CH:39][CH:38]=1)([C:31]1[CH:36]=[CH:35][CH:34]=[CH:33][CH:32]=1)[C:25]1[CH:30]=[CH:29][CH:28]=[CH:27][CH:26]=1.N1(O)C2C=CC=CC=2N=N1.Cl.CN(C)CCCN=C=NCC, predict the reaction product.